From a dataset of Reaction yield outcomes from USPTO patents with 853,638 reactions. Predict the reaction yield, written as a fraction of the theoretical maximum amount of product (1.0 means a 100% yield; for example, 0.34 means a 34% yield). (1) The reactants are [CH2:1]([O:3][C:4]1[CH:5]=[C:6]([CH:10]=[CH:11][C:12]=1[N+:13]([O-])=O)[C:7]([NH2:9])=[O:8])[CH3:2]. The catalyst is [Pd].C(O)C. The product is [CH2:1]([O:3][C:4]1[CH:5]=[C:6]([CH:10]=[CH:11][C:12]=1[NH2:13])[C:7]([NH2:9])=[O:8])[CH3:2]. The yield is 0.980. (2) The reactants are [N+:1]([C:4]1[CH:10]=[CH:9][CH:8]=[CH:7][C:5]=1[NH2:6])([O-:3])=[O:2].Br[C:12]1[CH:17]=[CH:16][CH:15]=[CH:14][N:13]=1.C(=O)([O-])[O-].[K+].[K+]. The catalyst is C(OCC)(=O)C.[Cu](I)I. The product is [N+:1]([C:4]1[CH:10]=[CH:9][CH:8]=[CH:7][C:5]=1[NH:6][C:12]1[CH:17]=[CH:16][CH:15]=[CH:14][N:13]=1)([O-:3])=[O:2]. The yield is 0.270. (3) The reactants are S(=O)(=O)(O)[OH:2].[S:6]1[C:10]2[CH:11]=[C:12]([NH:15][C:16](=[O:20])[CH:17]=NO)[CH:13]=[CH:14][C:9]=2[N:8]=[CH:7]1. The catalyst is O. The product is [S:6]1[C:10]2[C:9](=[CH:14][CH:13]=[C:12]3[C:11]=2[C:17](=[O:2])[C:16](=[O:20])[NH:15]3)[N:8]=[CH:7]1. The yield is 0.460. (4) The reactants are C(Cl)(=O)C(Cl)=O.CS(C)=O.[C:11]1([S:17]([N:20]2[CH:31]=[CH:30][C:29]3[C:21]2=[N:22][CH:23]=[C:24]2[C:28]=3[N:27]([CH:32]3[CH2:37][CH2:36][CH:35]([OH:38])[CH2:34][CH2:33]3)[N:26]=[N:25]2)(=[O:19])=[O:18])[CH:16]=[CH:15][CH:14]=[CH:13][CH:12]=1.C(N(CC)CC)C. The catalyst is ClCCl. The product is [C:11]1([S:17]([N:20]2[CH:31]=[CH:30][C:29]3[C:21]2=[N:22][CH:23]=[C:24]2[C:28]=3[N:27]([CH:32]3[CH2:33][CH2:34][C:35](=[O:38])[CH2:36][CH2:37]3)[N:26]=[N:25]2)(=[O:18])=[O:19])[CH:16]=[CH:15][CH:14]=[CH:13][CH:12]=1. The yield is 0.780. (5) The reactants are C1(C(C2C=CC=CC=2)[N:8]2[C:16]3[C:11](=[CH:12][CH:13]=[CH:14][C:15]=3[F:17])[C:10]3([C:29]4[C:20](=[CH:21][C:22]5[O:27][CH2:26][CH2:25][O:24][C:23]=5[CH:28]=4)[O:19][CH2:18]3)[C:9]2=[O:30])C=CC=CC=1.C([SiH](CC)CC)C. The catalyst is FC(F)(F)C(O)=O. The product is [F:17][C:15]1[CH:14]=[CH:13][CH:12]=[C:11]2[C:16]=1[NH:8][C:9](=[O:30])[C:10]12[C:29]2[C:20](=[CH:21][C:22]3[O:27][CH2:26][CH2:25][O:24][C:23]=3[CH:28]=2)[O:19][CH2:18]1. The yield is 0.260. (6) The reactants are [OH:1][C@@H:2]([C:13]1[CH:18]=[CH:17][CH:16]=[CH:15][CH:14]=1)[CH2:3][O:4][C:5]1[CH:12]=[CH:11][C:8]([CH:9]=O)=[CH:7][CH:6]=1.[S:19]1[CH2:23][C:22](=[O:24])[NH:21][C:20]1=[O:25].N1CCCCC1. The catalyst is CCO.C(O)(=O)C. The product is [OH:1][CH:2]([C:13]1[CH:18]=[CH:17][CH:16]=[CH:15][CH:14]=1)[CH2:3][O:4][C:5]1[CH:12]=[CH:11][C:8]([CH:9]=[C:23]2[S:19][C:20](=[O:25])[NH:21][C:22]2=[O:24])=[CH:7][CH:6]=1. The yield is 0.860. (7) The reactants are [NH2:1][N:2]1[C:11]2[C:6](=[CH:7][CH:8]=[CH:9][CH:10]=2)[C:5]([OH:12])=[C:4]([C:13]2[NH:18][C:17]3[CH:19]=[CH:20][C:21]([O:23][CH2:24][C:25]4[CH:30]=[CH:29][CH:28]=[CH:27][CH:26]=4)=[CH:22][C:16]=3[S:15](=[O:32])(=[O:31])[N:14]=2)[C:3]1=[O:33].[C:34]1(=O)[CH2:38][CH2:37][CH2:36][CH2:35]1. The catalyst is CN(C)C(=O)C. The product is [CH2:24]([O:23][C:21]1[CH:20]=[CH:19][C:17]2[NH:18][C:13]([C:4]3[C:3](=[O:33])[N:2]([N:1]=[C:34]4[CH2:38][CH2:37][CH2:36][CH2:35]4)[C:11]4[C:6]([C:5]=3[OH:12])=[CH:7][CH:8]=[CH:9][CH:10]=4)=[N:14][S:15](=[O:32])(=[O:31])[C:16]=2[CH:22]=1)[C:25]1[CH:26]=[CH:27][CH:28]=[CH:29][CH:30]=1. The yield is 0.650. (8) No catalyst specified. The yield is 0.190. The reactants are [F:1][C:2]1[CH:3]=[C:4]([CH:7]=[C:8]([F:11])[C:9]=1[F:10])[CH:5]=O.[CH3:12][O:13][C:14]1[CH:15]=[C:16]([CH:20]=[CH:21][C:22]=1[O:23][CH3:24])[CH2:17][C:18]#[N:19]. The product is [CH3:12][O:13][C:14]1[CH:15]=[C:16](/[C:17](=[CH:5]/[C:4]2[CH:3]=[C:2]([F:1])[C:9]([F:10])=[C:8]([F:11])[CH:7]=2)/[C:18]#[N:19])[CH:20]=[CH:21][C:22]=1[O:23][CH3:24].